The task is: Regression. Given two drug SMILES strings and cell line genomic features, predict the synergy score measuring deviation from expected non-interaction effect.. This data is from NCI-60 drug combinations with 297,098 pairs across 59 cell lines. (1) Drug 1: C1=CC(=CC=C1CCC2=CNC3=C2C(=O)NC(=N3)N)C(=O)NC(CCC(=O)O)C(=O)O. Drug 2: C1CN(CCN1C(=O)CCBr)C(=O)CCBr. Cell line: UACC-257. Synergy scores: CSS=6.29, Synergy_ZIP=-1.17, Synergy_Bliss=-1.34, Synergy_Loewe=-6.41, Synergy_HSA=-3.23. (2) Drug 1: C1CCN(CC1)CCOC2=CC=C(C=C2)C(=O)C3=C(SC4=C3C=CC(=C4)O)C5=CC=C(C=C5)O. Drug 2: C1=CC=C(C=C1)NC(=O)CCCCCCC(=O)NO. Cell line: HOP-62. Synergy scores: CSS=7.42, Synergy_ZIP=-1.35, Synergy_Bliss=-0.141, Synergy_Loewe=-9.87, Synergy_HSA=-5.21. (3) Synergy scores: CSS=-3.11, Synergy_ZIP=0.864, Synergy_Bliss=-1.66, Synergy_Loewe=-5.52, Synergy_HSA=-5.60. Cell line: A549. Drug 1: CCCS(=O)(=O)NC1=C(C(=C(C=C1)F)C(=O)C2=CNC3=C2C=C(C=N3)C4=CC=C(C=C4)Cl)F. Drug 2: C1C(C(OC1N2C=NC3=C(N=C(N=C32)Cl)N)CO)O. (4) Drug 1: CCC(=C(C1=CC=CC=C1)C2=CC=C(C=C2)OCCN(C)C)C3=CC=CC=C3.C(C(=O)O)C(CC(=O)O)(C(=O)O)O. Drug 2: C1C(C(OC1N2C=NC(=NC2=O)N)CO)O. Synergy scores: CSS=-1.49, Synergy_ZIP=0.612, Synergy_Bliss=0.340, Synergy_Loewe=-1.01, Synergy_HSA=-0.834. Cell line: IGROV1. (5) Drug 1: C#CCC(CC1=CN=C2C(=N1)C(=NC(=N2)N)N)C3=CC=C(C=C3)C(=O)NC(CCC(=O)O)C(=O)O. Drug 2: COCCOC1=C(C=C2C(=C1)C(=NC=N2)NC3=CC=CC(=C3)C#C)OCCOC.Cl. Cell line: TK-10. Synergy scores: CSS=26.9, Synergy_ZIP=-0.113, Synergy_Bliss=2.98, Synergy_Loewe=1.79, Synergy_HSA=1.79.